From a dataset of Reaction yield outcomes from USPTO patents with 853,638 reactions. Predict the reaction yield, written as a fraction of the theoretical maximum amount of product (1.0 means a 100% yield; for example, 0.34 means a 34% yield). (1) The reactants are [C:1]1(B(O)O)[CH:6]=[CH:5][CH:4]=[CH:3][CH:2]=1.Br[C:11]1[CH:16]=[C:15]([CH3:17])[C:14](Br)=[CH:13][N:12]=1.O.[O-]P([O-])([O-])=O.[K+].[K+].[K+].[C:28]1(C)[CH:33]=[CH:32][CH:31]=[CH:30][CH:29]=1. The catalyst is C1C=CC(/C=C/C(/C=C/C2C=CC=CC=2)=O)=CC=1.C1C=CC(/C=C/C(/C=C/C2C=CC=CC=2)=O)=CC=1.C1C=CC(/C=C/C(/C=C/C2C=CC=CC=2)=O)=CC=1.[Pd].[Pd].C1(P(C2CCCCC2)C2C=CC=CC=2C2C(OC)=CC=CC=2OC)CCCCC1.O. The product is [C:1]1([C:11]2[CH:16]=[C:15]([CH3:17])[C:14]([C:28]3[CH:33]=[CH:32][CH:31]=[CH:30][CH:29]=3)=[CH:13][N:12]=2)[CH:6]=[CH:5][CH:4]=[CH:3][CH:2]=1. The yield is 0.872. (2) The product is [I:34][CH2:2][CH2:3][N:4]1[CH2:8][CH2:7][CH2:6][C:5]1=[O:9]. The reactants are O[CH2:2][CH2:3][N:4]1[CH2:8][CH2:7][CH2:6][C:5]1=[O:9].C1(P(C2C=CC=CC=2)C2C=CC=CC=2)C=CC=CC=1.N1C=CN=C1.[I:34]I. The catalyst is CN(C)C=O.O. The yield is 0.510. (3) The reactants are [F:1][C:2]([Si](C)(C)C)([F:4])[F:3].[F-:9].[CH2:10]([N+](CCCC)(CCCC)CCCC)[CH2:11][CH2:12]C.[O:27]1[CH2:31][CH2:30][CH2:29][CH2:28]1. No catalyst specified. The product is [F:9][C:12]1[CH:11]=[CH:10][C:30]([CH:31]([OH:27])[C:2]([F:4])([F:3])[F:1])=[CH:29][CH:28]=1. The yield is 1.00.